Regression/Classification. Given a drug SMILES string, predict its absorption, distribution, metabolism, or excretion properties. Task type varies by dataset: regression for continuous measurements (e.g., permeability, clearance, half-life) or binary classification for categorical outcomes (e.g., BBB penetration, CYP inhibition). Dataset: cyp2d6_veith. From a dataset of CYP2D6 inhibition data for predicting drug metabolism from PubChem BioAssay. The molecule is CCOC(=O)c1c(C)nc2c(c1-c1ccccc1)C(=O)CC(C)(C)C2. The result is 0 (non-inhibitor).